This data is from Retrosynthesis with 50K atom-mapped reactions and 10 reaction types from USPTO. The task is: Predict the reactants needed to synthesize the given product. (1) Given the product COc1ccc(CCc2cnc3c(N)nc4cc(C)ccc4c3c2)c(C)c1, predict the reactants needed to synthesize it. The reactants are: COc1ccc(C#Cc2cnc3c(N)nc4cc(C)ccc4c3c2)c(C)c1. (2) Given the product COC(=O)CCNCc1cc(Cl)ccc1[N+](=O)[O-], predict the reactants needed to synthesize it. The reactants are: COC(=O)CCN.O=[N+]([O-])c1ccc(Cl)cc1CBr. (3) Given the product Cc1cccc(Cl)c1S(=O)(=O)N1CCn2cccc2C1COCC(=O)OC(C)(C)C, predict the reactants needed to synthesize it. The reactants are: CC(C)(C)OC(=O)CBr.Cc1cccc(Cl)c1S(=O)(=O)N1CCn2cccc2C1CO. (4) Given the product NC(=O)C(O)C(Cc1ccccc1)NC(=O)c1cccnc1-c1csc(-c2ccc(F)cc2)n1, predict the reactants needed to synthesize it. The reactants are: NC(=O)C(O)C(N)Cc1ccccc1.O=C(O)c1cccnc1-c1csc(-c2ccc(F)cc2)n1. (5) Given the product Cn1cc(-c2cc(C(=O)Nc3ccnnc3)c(OCc3ccccc3)cc2CN2CCOCC2)cn1, predict the reactants needed to synthesize it. The reactants are: Cn1cc(B(O)O)cn1.O=C(Nc1ccnnc1)c1cc(Br)c(CN2CCOCC2)cc1OCc1ccccc1. (6) Given the product COC(=O)c1cc(Cl)c(C#C[Si](C)(C)C)c(N)c1-c1cccc(F)c1, predict the reactants needed to synthesize it. The reactants are: COC(=O)c1cc(Cl)c(C#C[Si](C)(C)C)c([N+](=O)[O-])c1-c1cccc(F)c1.